The task is: Predict the product of the given reaction.. This data is from Forward reaction prediction with 1.9M reactions from USPTO patents (1976-2016). (1) The product is: [F:11][CH2:10][CH2:9][O:8][C:7]1[C:2]([C:26]([CH:28]2[CH2:33][CH2:32][N:31]([C:34]([O:36][C:37]([CH3:40])([CH3:39])[CH3:38])=[O:35])[CH2:30][CH2:29]2)=[O:27])=[N:3][CH:4]=[CH:5][CH:6]=1. Given the reactants Br[C:2]1[C:7]([O:8][CH2:9][CH2:10][F:11])=[CH:6][CH:5]=[CH:4][N:3]=1.C([Li])CCC.CCCCCC.CON(C)[C:26]([CH:28]1[CH2:33][CH2:32][N:31]([C:34]([O:36][C:37]([CH3:40])([CH3:39])[CH3:38])=[O:35])[CH2:30][CH2:29]1)=[O:27], predict the reaction product. (2) Given the reactants [Cl:1][C:2]1[N:11]=[CH:10][C:9]2[C:4](=[CH:5][CH:6]=[C:7]([O:12]C)[CH:8]=2)[N:3]=1.B(Br)(Br)Br.COC, predict the reaction product. The product is: [Cl:1][C:2]1[N:11]=[CH:10][C:9]2[C:4](=[CH:5][CH:6]=[C:7]([OH:12])[CH:8]=2)[N:3]=1. (3) Given the reactants [CH3:1][C:2]([CH3:19])([CH3:18])[CH2:3][CH2:4][NH:5][C:6]1[CH:11]=[C:10]([NH:12][C@@H:13]2[CH2:17][CH2:16][NH:15][CH2:14]2)[N:9]=[CH:8][N:7]=1.C=O.[C:22](O)(=O)C.C(O[BH-](OC(=O)C)OC(=O)C)(=O)C.[Na+], predict the reaction product. The product is: [CH3:1][C:2]([CH3:19])([CH3:18])[CH2:3][CH2:4][NH:5][C:6]1[CH:11]=[C:10]([NH:12][C@@H:13]2[CH2:17][CH2:16][N:15]([CH3:22])[CH2:14]2)[N:9]=[CH:8][N:7]=1. (4) Given the reactants [Cl:1][C:2]1[CH:3]=[C:4]([S:9]([N:12]([CH2:14][CH2:15][CH2:16][N:17]([CH3:19])[CH3:18])[CH3:13])(=[O:11])=[O:10])[CH:5]=[N:6][C:7]=1Cl.CC(C)([O-])C.[K+].CN(C)C(=O)C.[CH3:32][N:33]1[CH:37]=[CH:36][C:35]([NH:38][C:39]2[C:48]3[C:43](=[CH:44][CH:45]=[C:46]([OH:49])[CH:47]=3)[N:42]=[CH:41][N:40]=2)=[N:34]1, predict the reaction product. The product is: [Cl:1][C:2]1[CH:3]=[C:4]([S:9]([N:12]([CH2:14][CH2:15][CH2:16][N:17]([CH3:19])[CH3:18])[CH3:13])(=[O:11])=[O:10])[CH:5]=[N:6][C:7]=1[O:49][C:46]1[CH:47]=[C:48]2[C:43](=[CH:44][CH:45]=1)[N:42]=[CH:41][N:40]=[C:39]2[NH:38][C:35]1[CH:36]=[CH:37][N:33]([CH3:32])[N:34]=1.